This data is from Forward reaction prediction with 1.9M reactions from USPTO patents (1976-2016). The task is: Predict the product of the given reaction. Given the reactants Br[C:2]1[S:10][C:9]2[C:8](=[O:11])[N:7]([C:12]3[CH:17]=[CH:16][C:15]([O:18][CH2:19][CH2:20][N:21]4[CH2:25][CH2:24][CH2:23][CH2:22]4)=[C:14]([O:26][CH3:27])[CH:13]=3)[CH:6]=[N:5][C:4]=2[CH:3]=1.[C:28]1(B(O)O)[CH:33]=[CH:32][CH:31]=[CH:30][CH:29]=1, predict the reaction product. The product is: [CH3:27][O:26][C:14]1[CH:13]=[C:12]([N:7]2[C:8](=[O:11])[C:9]3[S:10][C:2]([C:28]4[CH:33]=[CH:32][CH:31]=[CH:30][CH:29]=4)=[CH:3][C:4]=3[N:5]=[CH:6]2)[CH:17]=[CH:16][C:15]=1[O:18][CH2:19][CH2:20][N:21]1[CH2:25][CH2:24][CH2:23][CH2:22]1.